This data is from Forward reaction prediction with 1.9M reactions from USPTO patents (1976-2016). The task is: Predict the product of the given reaction. (1) Given the reactants [H][H].Cl[C:4]1[NH:5][CH:6]=[CH:7][N:8]=1.Br[C:10]1[N:11]=[CH:12][NH:13][CH:14]=1.[NH2:15][CH2:16][C:17]([OH:19])=[O:18], predict the reaction product. The product is: [NH:8]1[CH:7]=[CH:6][N:5]=[C:4]1[NH:15][CH2:16][C:17]([OH:19])=[O:18].[NH:13]1[CH:14]=[C:10]([NH:15][CH2:16][C:17]([OH:19])=[O:18])[N:11]=[CH:12]1. (2) Given the reactants Br[C:2]1[C:7]([F:8])=[C:6]([Cl:9])[N:5]=[C:4]([N:10]2[CH2:15][CH2:14][O:13][CH2:12][CH2:11]2)[CH:3]=1.[CH3:16][C:17]1[CH:23]=[CH:22][C:20]([NH2:21])=[CH:19][C:18]=1B1OC(C)(C)C(C)(C)O1.C([O-])([O-])=O.[Na+].[Na+], predict the reaction product. The product is: [Cl:9][C:6]1[C:7]([F:8])=[C:2]([C:18]2[CH:19]=[C:20]([CH:22]=[CH:23][C:17]=2[CH3:16])[NH2:21])[CH:3]=[C:4]([N:10]2[CH2:15][CH2:14][O:13][CH2:12][CH2:11]2)[N:5]=1.